This data is from Full USPTO retrosynthesis dataset with 1.9M reactions from patents (1976-2016). The task is: Predict the reactants needed to synthesize the given product. (1) Given the product [S:35]([OH:38])([OH:37])(=[O:36])=[O:34].[F:1][CH:2]([F:17])[C@@:3]1([C:10]2[CH:15]=[CH:14][CH:13]=[CH:12][C:11]=2[F:16])[CH2:4][O:5][CH2:6][C:7]([NH2:32])=[N:8]1, predict the reactants needed to synthesize it. The reactants are: [F:1][CH:2]([F:17])[C@:3]1([C:10]2[CH:15]=[CH:14][CH:13]=[CH:12][C:11]=2[F:16])[NH:8][C:7](=O)[CH2:6][O:5][CH2:4]1.P12(SP3(SP(SP(S3)(S1)=S)(=S)S2)=S)=S.[NH3:32].O.[OH:34][S:35]([OH:38])(=[O:37])=[O:36]. (2) Given the product [OH:8][CH2:9][C:10]1[CH:11]=[C:12]([C:25]2[CH:26]=[CH:27][CH:28]=[CH:29][CH:30]=2)[CH:13]=[C:14]([CH2:16][O:17][C:31]([C:48]2[CH:53]=[CH:52][CH:51]=[CH:50][CH:49]=2)([C:40]2[CH:47]=[CH:46][C:43]([O:44][CH3:45])=[CH:42][CH:41]=2)[C:32]2[CH:39]=[CH:38][C:35]([O:36][CH3:37])=[CH:34][CH:33]=2)[CH:15]=1, predict the reactants needed to synthesize it. The reactants are: [Si]([O:8][CH2:9][C:10]1[CH:11]=[C:12]([C:25]2[CH:26]=[CH:27][CH:28]=[CH:29][CH:30]=2)[CH:13]=[C:14]([CH2:16][O:17][Si](C(C)(C)C)(C)C)[CH:15]=1)(C(C)(C)C)(C)C.[C:31](Cl)([C:48]1[CH:53]=[CH:52][CH:51]=[CH:50][CH:49]=1)([C:40]1[CH:47]=[CH:46][C:43]([O:44][CH3:45])=[CH:42][CH:41]=1)[C:32]1[CH:39]=[CH:38][C:35]([O:36][CH3:37])=[CH:34][CH:33]=1.C(Cl)(Cl)Cl. (3) Given the product [ClH:21].[F:22][C:23]1[CH:33]=[CH:32][CH:31]=[CH:30][C:24]=1/[CH:25]=[CH:26]/[C:27]([NH:1][CH2:2][CH2:3][C:4]1[CH:9]=[CH:8][CH:7]=[CH:6][N:5]=1)=[O:28], predict the reactants needed to synthesize it. The reactants are: [NH2:1][CH2:2][CH2:3][C:4]1[CH:9]=[CH:8][CH:7]=[CH:6][N:5]=1.CCN=C=NCCCN(C)C.[ClH:21].[F:22][C:23]1[CH:33]=[CH:32][CH:31]=[CH:30][C:24]=1[CH:25]=[CH:26][C:27](O)=[O:28].Cl.O1CCOCC1. (4) Given the product [NH2:28][C:11]1[C:10]([NH:9][C:6]2[CH:5]=[C:4]([CH:1]3[CH2:3][CH2:2]3)[NH:8][N:7]=2)=[CH:17][C:16]([NH:18][C@H:19]([C:21]2[CH:26]=[CH:25][C:24]([F:27])=[CH:23][CH:22]=2)[CH3:20])=[CH:15][C:12]=1[C:13]([NH2:14])=[O:35], predict the reactants needed to synthesize it. The reactants are: [CH:1]1([C:4]2[NH:8][N:7]=[C:6]([NH:9][C:10]3[C:11]([N+:28]([O-])=O)=[C:12]([CH:15]=[C:16]([NH:18][C@H:19]([C:21]4[CH:26]=[CH:25][C:24]([F:27])=[CH:23][CH:22]=4)[CH3:20])[CH:17]=3)[C:13]#[N:14])[CH:5]=2)[CH2:3][CH2:2]1.[Cl-].[NH4+].C([O-])(=[O:35])C.[NH4+]. (5) Given the product [F:24][C:21]1[CH:22]=[CH:23][C:18]([CH2:17][C@@:8]2([CH3:16])[C:7](=[O:25])[C:6]([C:4]3[NH:26][C:27]4[CH:32]=[CH:31][C:30]([NH:33][S:34]([CH3:37])(=[O:35])=[O:36])=[CH:29][C:28]=4[S:38](=[O:40])(=[O:39])[N:41]=3)=[C:14]([OH:15])[C:13]3[N:9]2[CH:10]=[CH:11][CH:12]=3)=[CH:19][CH:20]=1, predict the reactants needed to synthesize it. The reactants are: C(O[C:4]([C:6]1[C:7](=[O:25])[C@@:8]([CH2:17][C:18]2[CH:23]=[CH:22][C:21]([F:24])=[CH:20][CH:19]=2)([CH3:16])[N:9]2[C:13]([C:14]=1[OH:15])=[CH:12][CH:11]=[CH:10]2)=O)C.[NH2:26][C:27]1[CH:32]=[CH:31][C:30]([NH:33][S:34]([CH3:37])(=[O:36])=[O:35])=[CH:29][C:28]=1[S:38]([NH2:41])(=[O:40])=[O:39].N12CCCN=C1CCCCC2. (6) Given the product [Br:1][C:2]1[CH:7]=[CH:6][C:5]([C:8]2[NH:40][C:37]3[C:38]([C:9]=2[CH2:10][CH2:11][CH2:12][N:13]2[CH2:18][CH2:17][CH:16]([C:19]4[CH:20]=[C:21]([NH:25][C:26](=[O:30])[CH:27]([CH3:29])[CH3:28])[CH:22]=[CH:23][CH:24]=4)[CH2:15][CH2:14]2)=[CH:39][C:34]([CH3:33])=[CH:35][CH:36]=3)=[CH:4][CH:3]=1, predict the reactants needed to synthesize it. The reactants are: [Br:1][C:2]1[CH:7]=[CH:6][C:5]([C:8](=O)[CH2:9][CH2:10][CH2:11][CH2:12][N:13]2[CH2:18][CH2:17][CH:16]([C:19]3[CH:20]=[C:21]([NH:25][C:26](=[O:30])[CH:27]([CH3:29])[CH3:28])[CH:22]=[CH:23][CH:24]=3)[CH2:15][CH2:14]2)=[CH:4][CH:3]=1.Cl.[CH3:33][C:34]1[CH:39]=[CH:38][C:37]([NH:40]N)=[CH:36][CH:35]=1. (7) Given the product [C:28]([C:19]1[CH:18]=[C:17]([NH:16][C:15](=[O:32])[NH:33][C:34]2[C:43]3[C:38](=[CH:39][CH:40]=[CH:41][CH:42]=3)[C:37]([O:44][C:45]3[CH:50]=[CH:49][N:48]=[C:47]([NH:51][C:52]4[CH:53]=[C:54]([CH:66]=[C:67]([C:69]#[C:70][Si:71]([CH:78]([CH3:80])[CH3:79])([CH:75]([CH3:77])[CH3:76])[CH:72]([CH3:74])[CH3:73])[CH:68]=4)[C:55]([NH:57][CH2:58][CH2:59][N:60]4[CH2:61][CH2:62][O:63][CH2:64][CH2:65]4)=[O:56])[CH:46]=3)=[CH:36][CH:35]=2)[CH:22]=[C:21]([NH:23][S:24]([CH3:27])(=[O:25])=[O:26])[CH:20]=1)([CH3:29])([CH3:30])[CH3:31], predict the reactants needed to synthesize it. The reactants are: CCN(CC)CC.C1(O[C:15](=[O:32])[NH:16][C:17]2[CH:22]=[C:21]([NH:23][S:24]([CH3:27])(=[O:26])=[O:25])[CH:20]=[C:19]([C:28]([CH3:31])([CH3:30])[CH3:29])[CH:18]=2)C=CC=CC=1.[NH2:33][C:34]1[C:43]2[C:38](=[CH:39][CH:40]=[CH:41][CH:42]=2)[C:37]([O:44][C:45]2[CH:50]=[CH:49][N:48]=[C:47]([NH:51][C:52]3[CH:53]=[C:54]([CH:66]=[C:67]([C:69]#[C:70][Si:71]([CH:78]([CH3:80])[CH3:79])([CH:75]([CH3:77])[CH3:76])[CH:72]([CH3:74])[CH3:73])[CH:68]=3)[C:55]([NH:57][CH2:58][CH2:59][N:60]3[CH2:65][CH2:64][O:63][CH2:62][CH2:61]3)=[O:56])[CH:46]=2)=[CH:36][CH:35]=1.